From a dataset of Reaction yield outcomes from USPTO patents with 853,638 reactions. Predict the reaction yield, written as a fraction of the theoretical maximum amount of product (1.0 means a 100% yield; for example, 0.34 means a 34% yield). The reactants are [BH4-].[Na+].B(F)(F)F.CC[O:9]CC.[CH2:12]([O:19][C:20]1[CH:25]=[CH:24][C:23]([C:26]2[CH2:31][CH2:30][N:29]([C:32]([O:34][C:35]([CH3:38])([CH3:37])[CH3:36])=[O:33])[CH2:28][CH:27]=2)=[CH:22][C:21]=1[F:39])[C:13]1[CH:18]=[CH:17][CH:16]=[CH:15][CH:14]=1.[OH-].[Na+].OO. The catalyst is C1COCC1.CCO. The product is [CH2:12]([O:19][C:20]1[CH:25]=[CH:24][C:23]([C@H:26]2[CH2:31][CH2:30][N:29]([C:32]([O:34][C:35]([CH3:36])([CH3:38])[CH3:37])=[O:33])[CH2:28][C@@H:27]2[OH:9])=[CH:22][C:21]=1[F:39])[C:13]1[CH:14]=[CH:15][CH:16]=[CH:17][CH:18]=1. The yield is 0.940.